The task is: Predict the reactants needed to synthesize the given product.. This data is from Full USPTO retrosynthesis dataset with 1.9M reactions from patents (1976-2016). Given the product [ClH:1].[NH2:12][CH:8]1[CH2:7][C:6]2[C:5]([C:15]([NH2:17])=[O:16])=[CH:4][CH:3]=[C:2]([Cl:1])[C:11]=2[O:10][CH2:9]1, predict the reactants needed to synthesize it. The reactants are: [Cl:1][C:2]1[C:11]2[O:10][CH2:9][CH:8]([N+:12]([O-])=O)[CH2:7][C:6]=2[C:5]([C:15]([NH2:17])=[O:16])=[CH:4][CH:3]=1.C1COCC1.O.NN.